Dataset: Reaction yield outcomes from USPTO patents with 853,638 reactions. Task: Predict the reaction yield, written as a fraction of the theoretical maximum amount of product (1.0 means a 100% yield; for example, 0.34 means a 34% yield). (1) The reactants are [Cl:1][C:2]1[CH:3]=[C:4]([C:8]2[O:12][N:11]=[C:10]([CH2:13][S:14][C:15]3[N:16]([CH3:26])[C:17]([C:20]4[CH:25]=[CH:24][N:23]=[CH:22][CH:21]=4)=[N:18][N:19]=3)[N:9]=2)[CH:5]=[CH:6][CH:7]=1.C1C=C(Cl)C=C(C(OO)=[O:35])C=1. The catalyst is ClCCl. The product is [Cl:1][C:2]1[CH:3]=[C:4]([C:8]2[O:12][N:11]=[C:10]([CH2:13][S:14][C:15]3[N:16]([CH3:26])[C:17]([C:20]4[CH:25]=[CH:24][N+:23]([O-:35])=[CH:22][CH:21]=4)=[N:18][N:19]=3)[N:9]=2)[CH:5]=[CH:6][CH:7]=1. The yield is 0.0800. (2) The reactants are [Cl:1][C:2]1[CH:17]=[CH:16][C:15]([Cl:18])=[CH:14][C:3]=1[O:4][C:5]1[N:13]=[CH:12][CH:11]=[CH:10][C:6]=1[C:7]([OH:9])=O.S(Cl)(Cl)=O.C(N(C(C)C)C(C)C)C.[CH3:32][CH:33]1[CH2:42][CH2:41][C:40]2[C:35](=[CH:36][CH:37]=[CH:38][CH:39]=2)[NH:34]1. No catalyst specified. The product is [Cl:1][C:2]1[CH:17]=[CH:16][C:15]([Cl:18])=[CH:14][C:3]=1[O:4][C:5]1[C:6]([C:7]([N:34]2[C:35]3[C:40](=[CH:39][CH:38]=[CH:37][CH:36]=3)[CH2:41][CH2:42][CH:33]2[CH3:32])=[O:9])=[CH:10][CH:11]=[CH:12][N:13]=1. The yield is 0.180. (3) The reactants are [Cl-:1].[CH2:2]([N+:6]1[CH:10]=[CH:9][N:8]([CH3:11])[CH:7]=1)[CH2:3][CH2:4][CH3:5].[CH2:12]1[CH2:19][O:18][S:15](=[O:17])(=[O:16])[CH2:14][CH2:13]1. No catalyst specified. The product is [Cl:1][CH2:19][CH2:12][CH2:13][CH2:14][S:15]([O-:18])(=[O:17])=[O:16].[CH2:2]([N+:6]1[CH:10]=[CH:9][N:8]([CH3:11])[CH:7]=1)[CH2:3][CH2:4][CH3:5]. The yield is 1.00. (4) The reactants are C[O:2][C:3]1[C:4]([CH3:12])=[C:5]2[C:9](=[CH:10][CH:11]=1)[NH:8][CH:7]=[CH:6]2.[Cl-].[Cl-].[Cl-].[Al+3].C(S)C.C([O-])(O)=O.[Na+]. The catalyst is C(Cl)Cl. The product is [CH3:12][C:4]1[C:3]([OH:2])=[CH:11][CH:10]=[C:9]2[C:5]=1[CH:6]=[CH:7][NH:8]2. The yield is 0.360. (5) The reactants are [CH3:1][C:2]1[NH:11][C:5]2=[N:6][CH:7]=[C:8]([NH2:10])[CH:9]=[C:4]2[C:3]=1[CH3:12].[F:13][C:14]1[C:22]([NH:23][S:24]([CH2:27][CH2:28][CH2:29][F:30])(=[O:26])=[O:25])=[CH:21][CH:20]=[C:19]([F:31])[C:15]=1[C:16](O)=[O:17].CCN=C=NCCCN(C)C.C1C=CC2N(O)N=NC=2C=1. The catalyst is CN(C=O)C. The product is [CH3:1][C:2]1[NH:11][C:5]2=[N:6][CH:7]=[C:8]([NH:10][C:16](=[O:17])[C:15]3[C:19]([F:31])=[CH:20][CH:21]=[C:22]([NH:23][S:24]([CH2:27][CH2:28][CH2:29][F:30])(=[O:25])=[O:26])[C:14]=3[F:13])[CH:9]=[C:4]2[C:3]=1[CH3:12]. The yield is 0.330. (6) The reactants are ClCCl.[Cl-].[Al+3].[Cl-].[Cl-].[Br:8][CH:9]([CH3:13])[C:10](Br)=[O:11].[Cl:14][C:15]1[CH:20]=[CH:19][CH:18]=[CH:17][CH:16]=1. No catalyst specified. The product is [Br:8][CH:9]([CH3:13])[C:10]([C:18]1[CH:19]=[CH:20][C:15]([Cl:14])=[CH:16][CH:17]=1)=[O:11]. The yield is 0.955. (7) The reactants are [Cl:1][C:2]1[CH:7]=[CH:6][CH:5]=[CH:4][C:3]=1[C:8]1[C:16]2[O:15][CH:14]([CH2:17][OH:18])[CH2:13][C:12]=2[CH:11]=[CH:10][C:9]=1[Cl:19].[C:20]1([CH3:30])[CH:25]=[CH:24][C:23]([S:26](Cl)(=[O:28])=[O:27])=[CH:22][CH:21]=1.CC1C=CC(S(OCC2CC3C(C(F)(F)F)=CC=C(Cl)C=3O2)(=O)=O)=CC=1. No catalyst specified. The product is [CH3:30][C:20]1[CH:25]=[CH:24][C:23]([S:26]([O:18][CH2:17][CH:14]2[CH2:13][C:12]3[CH:11]=[CH:10][C:9]([Cl:19])=[C:8]([C:3]4[CH:4]=[CH:5][CH:6]=[CH:7][C:2]=4[Cl:1])[C:16]=3[O:15]2)(=[O:28])=[O:27])=[CH:22][CH:21]=1. The yield is 0.860.